From a dataset of Catalyst prediction with 721,799 reactions and 888 catalyst types from USPTO. Predict which catalyst facilitates the given reaction. (1) Reactant: Cl[C:2]1[C:11]([C:12]([OH:14])=[O:13])=[CH:10][C:9]2[C:4](=[CH:5][CH:6]=[C:7]([Cl:15])[CH:8]=2)[N:3]=1.[NH2:16][C@@H:17]([CH2:27][C:28]1[CH:33]=[CH:32][CH:31]=[CH:30][CH:29]=1)[C:18]([NH:20][C:21]1[CH:26]=[CH:25][CH:24]=[CH:23][CH:22]=1)=[O:19]. Product: [Cl:15][C:7]1[CH:8]=[C:9]2[C:4](=[CH:5][CH:6]=1)[N:3]=[C:2]([NH:16][C@H:17]([C:18](=[O:19])[NH:20][C:21]1[CH:22]=[CH:23][CH:24]=[CH:25][CH:26]=1)[CH2:27][C:28]1[CH:33]=[CH:32][CH:31]=[CH:30][CH:29]=1)[C:11]([C:12]([OH:14])=[O:13])=[CH:10]2. The catalyst class is: 16. (2) Reactant: [NH2:1][C:2]1[CH:3]=[CH:4][C:5]([C:8]#[N:9])=[N:6][CH:7]=1.[H-].[Na+].[Cl:12][C:13]([F:24])([F:23])[C:14](O[C:14](=[O:15])[C:13]([F:24])([F:23])[Cl:12])=[O:15]. Product: [Cl:12][C:13]([F:24])([F:23])[C:14]([NH:1][C:2]1[CH:7]=[N:6][C:5]([C:8]#[N:9])=[CH:4][CH:3]=1)=[O:15]. The catalyst class is: 18. (3) Reactant: Cl.[NH2:2][CH2:3][C:4]([O:6][CH3:7])=[O:5].CCN(CC)CC.[C:15]1([CH:21]=O)[CH:20]=[CH:19][CH:18]=[CH:17][CH:16]=1. Product: [CH:21](=[N:2][CH2:3][C:4]([O:6][CH3:7])=[O:5])[C:15]1[CH:20]=[CH:19][CH:18]=[CH:17][CH:16]=1. The catalyst class is: 2. (4) Reactant: [Br:1][C:2]1[CH:10]=[CH:9][C:5]([C:6](Cl)=[O:7])=[CH:4][CH:3]=1.[CH:11]([NH:14][CH:15]([CH3:17])[CH3:16])([CH3:13])[CH3:12]. Product: [CH:11]([N:14]([CH:15]([CH3:17])[CH3:16])[C:6](=[O:7])[C:5]1[CH:9]=[CH:10][C:2]([Br:1])=[CH:3][CH:4]=1)([CH3:13])[CH3:12]. The catalyst class is: 4.